From a dataset of Drug-target binding data from BindingDB using IC50 measurements. Regression. Given a target protein amino acid sequence and a drug SMILES string, predict the binding affinity score between them. We predict pIC50 (pIC50 = -log10(IC50 in M); higher means more potent). Dataset: bindingdb_ic50. (1) The pIC50 is 5.4. The target protein (P55786) has sequence MWLAAAAPSLARRLLFLGPPPPPLLLLVFSRSSRRRLHSLGLAAMPEKRPFERLPADVSPINYSLCLKPDLLDFTFEGKLEAAAQVRQATNQIVMNCADIDIITASYAPEGDEEIHATGFNYQNEDEKVTLSFPSTLQTGTGTLKIDFVGELNDKMKGFYRSKYTTPSGEVRYAAVTQFEATDARRAFPCWDEPAIKATFDISLVVPKDRVALSNMNVIDRKPYPDDENLVEVKFARTPVMSTYLVAFVVGEYDFVETRSKDGVCVRVYTPVGKAEQGKFALEVAAKTLPFYKDYFNVPYPLPKIDLIAIADFAAGAMENWGLVTYRETALLIDPKNSCSSSRQWVALVVGHELAHQWFGNLVTMEWWTHLWLNEGFASWIEYLCVDHCFPEYDIWTQFVSADYTRAQELDALDNSHPIEVSVGHPSEVDEIFDAISYSKGASVIRMLHDYIGDKDFKKGMNMYLTKFQQKNAATEDLWESLENASGKPIAAVMNTWTKQ.... The compound is CCc1cccc(CC)c1-n1c(=O)[nH]c2ccccc2c1=O. (2) The small molecule is CCCC[C@@H](O)/C=C(C)/C=C/C=C\C(=O)N1CCCC1=O. The target protein (P26019) has sequence MSESPSEPRAKRQRVDKNGRFAAMERLRQLKGTKNKCKVEDQVDDVYDVVDEREYAKRAQEKYGDDWIEEDGTGYAEDLRDFFEDEDEYSDGEEDRKDSKKKKGVAPNSKKRPRENEKPVTGKASIKNLFSNAVPKKMDVKTSVKDDDILADILGEIKEEPAATSEKAEKVIAPAKISVTSRKFDAAAAKEYMNSFLNNIKVQEQERKKAEASSDNEMLERILKPKAAVPNTKVAFFSSPTIKKEPMPEKTPAKKATEDPFSDNEMDFSCLDDDENQFDVEKTQQTEKVSQTKTAAEKTSQSKVAEKSAPKKETTGSPKESESEDISRLLNNWESICQMDDDFEKSVLTTEQDSTISSDQQLRFWYWEAYEDPVKMPGEVFLFGRTADGKSVCLRVQNINRVLYLLPRQFLLDPISKEPTKQKVTVADIYKEFDSEVANQLKLEFFRSRKVTKSFAHHAIGIEVPQSCDYLEVHYDGKKPLPNLSADKKYNSIAHIFGAT.... The pIC50 is 3.7.